From a dataset of Forward reaction prediction with 1.9M reactions from USPTO patents (1976-2016). Predict the product of the given reaction. (1) Given the reactants [CH:1]1([C:4]([N:6]2[CH2:11][CH2:10][N:9]([C:12]([C:14]3[CH:19]=[CH:18][C:17]([CH:20]4[C:25]5=[N:26][NH:27][C:28](=[O:33])[C:29]6[CH:30]=[CH:31][CH:32]=[C:23]([C:24]=65)[NH:22][CH:21]4[C:34]4[CH:39]=[CH:38][C:37]([CH:40](OCC)[O:41]CC)=[CH:36][CH:35]=4)=[CH:16][CH:15]=3)=[O:13])[CH2:8][CH2:7]2)=[O:5])[CH2:3][CH2:2]1.C(=O)([O-])[O-].[K+].[K+], predict the reaction product. The product is: [CH:1]1([C:4]([N:6]2[CH2:7][CH2:8][N:9]([C:12]([C:14]3[CH:15]=[CH:16][C:17]([CH:20]4[C:25]5=[N:26][NH:27][C:28](=[O:33])[C:29]6[CH:30]=[CH:31][CH:32]=[C:23]([C:24]=65)[NH:22][CH:21]4[C:34]4[CH:39]=[CH:38][C:37]([CH:40]=[O:41])=[CH:36][CH:35]=4)=[CH:18][CH:19]=3)=[O:13])[CH2:10][CH2:11]2)=[O:5])[CH2:3][CH2:2]1. (2) Given the reactants Cl[C:2]1[CH:3]=[CH:4][CH:5]=[C:6]2[C:10]=1[NH:9][C:8]([B:11]1[O:15][C:14]([CH3:17])([CH3:16])[C:13]([CH3:19])([CH3:18])[O:12]1)=[CH:7]2.[F:20]C1C=CC=C2C=1NC=C2, predict the reaction product. The product is: [F:20][C:2]1[CH:3]=[CH:4][CH:5]=[C:6]2[C:10]=1[NH:9][C:8]([B:11]1[O:15][C:14]([CH3:17])([CH3:16])[C:13]([CH3:19])([CH3:18])[O:12]1)=[CH:7]2. (3) Given the reactants [SH:1][C:2]1O[CH:4]=[CH:5][N:6]=1.[CH:7]([NH2:11])([CH2:9][CH3:10])[CH3:8], predict the reaction product. The product is: [CH:7]([N:11]1[CH:4]=[CH:5][N:6]=[C:2]1[SH:1])([CH2:9][CH3:10])[CH3:8]. (4) Given the reactants Cl[C:2]1[N:10]=[CH:9][N:8]=[C:7]2[C:3]=1[N:4]=[C:5]([C:11]1[S:15][C:14]([CH3:16])=[N:13][CH:12]=1)[NH:6]2.[O:17]1[CH2:22][CH2:21][CH:20]([O:23][C:24]2[CH:31]=[CH:30][C:29](B3OC(C)(C)C(C)(C)O3)=[CH:28][C:25]=2[C:26]#[N:27])[CH2:19][CH2:18]1.C(=O)([O-])[O-].[Cs+].[Cs+].O1CCOCC1, predict the reaction product. The product is: [CH3:16][C:14]1[S:15][C:11]([C:5]2[NH:6][C:7]3[C:3]([N:4]=2)=[C:2]([C:29]2[CH:30]=[CH:31][C:24]([O:23][CH:20]4[CH2:21][CH2:22][O:17][CH2:18][CH2:19]4)=[C:25]([CH:28]=2)[C:26]#[N:27])[N:10]=[CH:9][N:8]=3)=[CH:12][N:13]=1.